This data is from Forward reaction prediction with 1.9M reactions from USPTO patents (1976-2016). The task is: Predict the product of the given reaction. (1) Given the reactants [CH2:1]([N:4]1[C:13]2[C:8](=[CH:9][CH:10]=[C:11]([O:14]CC=C)[N:12]=2)[CH:7]=[CH:6][C:5]1=[O:18])[CH:2]=[CH2:3].Br, predict the reaction product. The product is: [CH2:1]([N:4]1[C:13]2[NH:12][C:11](=[O:14])[CH:10]=[CH:9][C:8]=2[CH:7]=[CH:6][C:5]1=[O:18])[CH:2]=[CH2:3]. (2) Given the reactants CS(C1C=C(C2N=[C:15]([O:17]C)N=C(NCCC3C=CC(OC)=CC=3)C=2)C=CC=1)(=O)=O.[Cl:30]C1C=C(Cl)C=CC=1CCNC1N=C(OC)N=C(C2C=C(C=CC=2)OCC#N)C=1.[Cl:59][C:60]1[CH:65]=[CH:64][CH:63]=[C:62]([F:66])[C:61]=1[CH2:67][CH2:68][NH:69][C:70]1[N:75]=[C:74]([O:76][CH3:77])[N:73]=[C:72]([C:78]2[CH:79]=[C:80]([CH:87]=[CH:88][CH:89]=2)[O:81][CH2:82][C:83]([NH:85][OH:86])=[NH:84])[CH:71]=1, predict the reaction product. The product is: [ClH:30].[Cl:59][C:60]1[CH:65]=[CH:64][CH:63]=[C:62]([F:66])[C:61]=1[CH2:67][CH2:68][NH:69][C:70]1[N:75]=[C:74]([O:76][CH3:77])[N:73]=[C:72]([C:78]2[CH:79]=[C:80]([CH:87]=[CH:88][CH:89]=2)[O:81][CH2:82][C:83]2[NH:84][C:15](=[O:17])[O:86][N:85]=2)[CH:71]=1. (3) Given the reactants C(NC(C)C)(C)C.[CH2:8]([Li])[CH2:9][CH2:10][CH3:11].[Si](C=[N+]=[N-])(C)(C)C.[F:20][C:21]1[C:22]([CH2:31][CH2:32][CH3:33])=C(C=[CH:27][C:28]=1[O:29][CH3:30])C=O, predict the reaction product. The product is: [C:10]([C:9]1[CH:8]=[CH:27][C:28]([O:29][CH3:30])=[C:21]([F:20])[C:22]=1[CH2:31][CH2:32][CH3:33])#[CH:11]. (4) The product is: [C:32]([C:34]1[CH:35]=[CH:36][C:37]([S:40]([N:43]([CH2:44][C:45]2[CH:54]=[CH:53][C:48]([C:49]([O:51][CH3:52])=[O:50])=[C:47]([F:55])[CH:46]=2)[CH2:19][C:18]2[CH:30]=[CH:29][CH:5]=[CH:6][N:7]=2)(=[O:42])=[O:41])=[CH:38][CH:39]=1)#[N:33]. Given the reactants COC1C=[C:5]([CH:29]=[CH:30]C=1)[CH2:6][N:7]([CH2:18][C:19]1C=CC(C(OC)=O)=CC=1)S(C1C=CC(Cl)=CC=1)(=O)=O.[C:32]([C:34]1[CH:39]=[CH:38][C:37]([S:40]([NH:43][CH2:44][C:45]2[CH:54]=[CH:53][C:48]([C:49]([O:51][CH3:52])=[O:50])=[C:47]([F:55])[CH:46]=2)(=[O:42])=[O:41])=[CH:36][CH:35]=1)#[N:33].Br.BrCC1C=CC=CN=1, predict the reaction product. (5) Given the reactants [CH3:1][CH2:2][O:3][C:4](/[CH:6]=[C:7](/[CH2:9]P(OCC)(OCC)=O)\[CH3:8])=[O:5].[Li]CCCC.[Cl:23][C:24]1[CH:31]=[C:30]([Cl:32])[CH:29]=[CH:28][C:25]=1[CH:26]=O, predict the reaction product. The product is: [CH2:2]([O:3][C:4](=[O:5])[CH:6]=[C:7]([CH3:8])[CH:9]=[CH:26][C:25]1[CH:28]=[CH:29][C:30]([Cl:32])=[CH:31][C:24]=1[Cl:23])[CH3:1]. (6) The product is: [N:16]([N:1]1[C:10]2[C:5](=[CH:6][CH:7]=[CH:8][CH:9]=2)[CH2:4][CH2:3][CH2:2]1)=[O:17]. Given the reactants [NH:1]1[C:10]2[C:5](=[CH:6][CH:7]=[CH:8][CH:9]=2)[CH2:4][CH2:3][CH2:2]1.OS(O)(=O)=O.[N:16]([O-])=[O:17].[Na+], predict the reaction product. (7) Given the reactants [Cl:1][C:2]1[CH:3]=[CH:4][C:5]([O:11][CH2:12][C:13]2[CH:18]=[CH:17][CH:16]=[CH:15][CH:14]=2)=[C:6]([C:8](=O)C)[CH:7]=1.[CH:19]([O:26]CC)([O:23][CH2:24][CH3:25])OCC.II, predict the reaction product. The product is: [Cl:1][C:2]1[CH:3]=[CH:4][C:5]([O:11][CH2:12][C:13]2[CH:14]=[CH:15][CH:16]=[CH:17][CH:18]=2)=[C:6]([CH2:8][C:19]([O:23][CH2:24][CH3:25])=[O:26])[CH:7]=1.